From a dataset of Forward reaction prediction with 1.9M reactions from USPTO patents (1976-2016). Predict the product of the given reaction. (1) Given the reactants Cl[C:2]1[CH:3]=[CH:4][CH:5]=[C:6]2[C:10]=1[NH:9][C:8]([B:11]1[O:15][C:14]([CH3:17])([CH3:16])[C:13]([CH3:19])([CH3:18])[O:12]1)=[CH:7]2.[F:20][C:21]([F:32])([F:31])C1C=CC=C2C=1NC=C2, predict the reaction product. The product is: [F:20][C:21]([F:32])([F:31])[C:2]1[CH:3]=[CH:4][CH:5]=[C:6]2[C:10]=1[NH:9][C:8]([B:11]1[O:15][C:14]([CH3:17])([CH3:16])[C:13]([CH3:19])([CH3:18])[O:12]1)=[CH:7]2. (2) The product is: [CH3:1][C:2]([CH3:48])([CH3:47])[C:3]([O:5][CH2:6][N:7]1[C:15](=[O:16])[C:14]2[N:13]([C:17]3[CH:22]=[CH:21][CH:20]=[CH:19][C:18]=3[CH:23]=[CH2:24])[C:12]([N:25]3[CH2:26][CH2:27][N:28]([C:31]([O:33][C:34]([CH3:37])([CH3:36])[CH3:35])=[O:32])[CH2:29][CH2:30]3)=[N:11][C:10]=2[NH:9][C:8]1=[O:46])=[O:4]. Given the reactants [CH3:1][C:2]([CH3:48])([CH3:47])[C:3]([O:5][CH2:6][N:7]1[C:15](=[O:16])[C:14]2[N:13]([C:17]3[CH:22]=[CH:21][CH:20]=[CH:19][C:18]=3[CH:23]=[CH2:24])[C:12]([N:25]3[CH2:30][CH2:29][N:28]([C:31]([O:33][C:34]([CH3:37])([CH3:36])[CH3:35])=[O:32])[CH2:27][CH2:26]3)=[N:11][C:10]=2[N:9](COC(=O)C(C)(C)C)[C:8]1=[O:46])=[O:4].[H-].[Na+], predict the reaction product. (3) Given the reactants [F:1][C:2]1[CH:3]=[C:4]([CH:26]=[CH:27][C:28]=1[O:29]C)[CH2:5][C:6]1[C:15]2[NH:16][C:17]3[CH:18]=[CH:19][CH:20]=[CH:21][C:22]=3[C:14]=2[C:13]2[C:12](=[O:23])[CH2:11][C:10]([CH3:25])([CH3:24])[CH2:9][C:8]=2[N:7]=1.B(Br)(Br)Br, predict the reaction product. The product is: [F:1][C:2]1[CH:3]=[C:4]([CH:26]=[CH:27][C:28]=1[OH:29])[CH2:5][C:6]1[C:15]2[NH:16][C:17]3[CH:18]=[CH:19][CH:20]=[CH:21][C:22]=3[C:14]=2[C:13]2[C:12](=[O:23])[CH2:11][C:10]([CH3:25])([CH3:24])[CH2:9][C:8]=2[N:7]=1. (4) The product is: [Br:1][C:2]1[N:10]2[C:5]([CH:6]=[N:7][C:8]([NH:26][C:23]3[CH:24]=[CH:25][C:20]([CH2:19][N:16]4[CH2:17][CH2:18][S:13](=[O:27])(=[O:12])[CH2:14][CH2:15]4)=[CH:21][CH:22]=3)=[N:9]2)=[CH:4][CH:3]=1. Given the reactants [Br:1][C:2]1[N:10]2[C:5]([CH:6]=[N:7][C:8](O)=[N:9]2)=[CH:4][CH:3]=1.[O:12]=[S:13]1(=[O:27])[CH2:18][CH2:17][N:16]([CH2:19][C:20]2[CH:25]=[CH:24][C:23]([NH2:26])=[CH:22][CH:21]=2)[CH2:15][CH2:14]1, predict the reaction product. (5) The product is: [CH2:23]([NH:30][CH:19]1[CH2:18][CH2:17][CH:16]([N:9]2[C:10]3=[C:15]4[C:14](=[CH:13][CH:12]=[CH:11]3)[C:3]([O:2][CH3:1])=[N:4][CH:5]=[C:6]4[CH2:7][CH2:8]2)[CH2:21][CH2:20]1)[C:24]1[CH:29]=[CH:28][CH:27]=[CH:26][CH:25]=1. Given the reactants [CH3:1][O:2][C:3]1[C:14]2[C:15]3[C:6]([CH2:7][CH2:8][N:9]([CH:16]4[CH2:21][CH2:20][C:19](=O)[CH2:18][CH2:17]4)[C:10]=3[CH:11]=[CH:12][CH:13]=2)=[CH:5][N:4]=1.[CH2:23]([NH2:30])[C:24]1[CH:29]=[CH:28][CH:27]=[CH:26][CH:25]=1, predict the reaction product.